From a dataset of Catalyst prediction with 721,799 reactions and 888 catalyst types from USPTO. Predict which catalyst facilitates the given reaction. (1) Product: [S:1]1[C:5]2[CH:6]=[CH:7][CH:8]=[CH:9][C:4]=2[CH:3]=[C:2]1[CH:10]([C:33]1[CH:38]=[CH:37][CH:36]=[CH:35][C:34]=1[CH2:39][CH3:40])[NH:11][S:12]([C:15]1[CH:25]=[CH:24][C:18]2[O:19][CH2:20][CH2:21][CH2:22][O:23][C:17]=2[CH:16]=1)(=[O:13])=[O:14]. The catalyst class is: 5. Reactant: [S:1]1[C:5]2[CH:6]=[CH:7][CH:8]=[CH:9][C:4]=2[CH:3]=[C:2]1[CH:10]=[N:11][S:12]([C:15]1[CH:25]=[CH:24][C:18]2[O:19][CH2:20][CH2:21][CH2:22][O:23][C:17]=2[CH:16]=1)(=[O:14])=[O:13].O1CCCC1.Br[Mg][C:33]1[CH:38]=[CH:37][CH:36]=[CH:35][C:34]=1[CH2:39][CH3:40]. (2) Reactant: Cl[C:2]1[N:10]=[CH:9][N:8]=[C:7]2[C:3]=1[N:4]=[CH:5][N:6]2[CH:11]1[CH2:16][CH2:15][CH2:14][CH2:13][O:12]1.ClC1N=CN=C2C=1NC=N2.C(O)(=O)C(O)=O.[OH:33][CH2:34][C:35]([CH3:39])=[CH:36][CH2:37][NH2:38].[OH:33][CH2:34][C:35]([CH3:39])=[CH:36][CH2:37][NH2:38].C(N(CC)CC)C. Product: [OH:33][CH2:34]/[C:35](/[CH3:39])=[CH:36]/[CH2:37][NH:38][C:2]1[N:10]=[CH:9][N:8]=[C:7]2[C:3]=1[N:4]=[CH:5][N:6]2[CH:11]1[CH2:16][CH2:15][CH2:14][CH2:13][O:12]1. The catalyst class is: 51. (3) Reactant: [C:1]([N:5]1[C:9]([C:10]2[CH:15]=[CH:14][C:13]([N:16]3[CH2:21][CH2:20][CH2:19][CH2:18][CH2:17]3)=[CH:12][CH:11]=2)=[CH:8][C:7]([CH2:22]O)=[N:6]1)([CH3:4])([CH3:3])[CH3:2].C1C=CC(P(C2C=CC=CC=2)C2C=CC=CC=2)=CC=1.C(Br)(Br)(Br)[Br:44]. Product: [C:1]([N:5]1[C:9]([C:10]2[CH:15]=[CH:14][C:13]([N:16]3[CH2:21][CH2:20][CH2:19][CH2:18][CH2:17]3)=[CH:12][CH:11]=2)=[CH:8][C:7]([CH2:22][Br:44])=[N:6]1)([CH3:4])([CH3:3])[CH3:2]. The catalyst class is: 2. (4) Reactant: C([Li])CCC.[CH3:6][C:7]([OH:13])([CH2:9][CH2:10][CH2:11][CH3:12])[CH3:8].[C:14](Cl)(=[O:18])[C:15]([CH3:17])=[CH2:16]. Product: [C:14]([O:13][C:7]([CH3:8])([CH2:9][CH2:10][CH2:11][CH3:12])[CH3:6])(=[O:18])[C:15]([CH3:17])=[CH2:16]. The catalyst class is: 7. (5) Reactant: [Mg].II.Br[C:5]1[CH:10]=[CH:9][C:8]([O:11][CH3:12])=[CH:7][CH:6]=1.[CH3:13][C:14]([S@@:17](/[N:19]=[CH:20]/[C:21]1[C:26]([C:27]([F:30])([F:29])[F:28])=[CH:25][CH:24]=[CH:23][N:22]=1)=[O:18])([CH3:16])[CH3:15]. Product: [CH3:12][O:11][C:8]1[CH:9]=[CH:10][C:5]([C@@H:20]([C:21]2[C:26]([C:27]([F:28])([F:30])[F:29])=[CH:25][CH:24]=[CH:23][N:22]=2)[NH:19][S@:17]([C:14]([CH3:16])([CH3:15])[CH3:13])=[O:18])=[CH:6][CH:7]=1. The catalyst class is: 1. (6) Reactant: C([O:4][C:5]1[CH:10]=[CH:9][CH:8]=[CH:7][C:6]=1[C:11]([NH:13][C:14]1[CH:19]=[CH:18][C:17]([Cl:20])=[CH:16][C:15]=1[CH2:21]Br)=[O:12])(=O)C.[C:23]1(=[O:33])[NH:27][C:26](=[O:28])[C:25]2=[CH:29][CH:30]=[CH:31][CH:32]=[C:24]12.C([O-])([O-])=O.[K+].[K+]. Product: [Cl:20][C:17]1[CH:18]=[CH:19][C:14]([NH:13][C:11](=[O:12])[C:6]2[CH:7]=[CH:8][CH:9]=[CH:10][C:5]=2[OH:4])=[C:15]([CH2:21][N:27]2[C:23](=[O:33])[C:24]3[C:25](=[CH:29][CH:30]=[CH:31][CH:32]=3)[C:26]2=[O:28])[CH:16]=1. The catalyst class is: 39.